This data is from Full USPTO retrosynthesis dataset with 1.9M reactions from patents (1976-2016). The task is: Predict the reactants needed to synthesize the given product. Given the product [C:10]([C:9]1[N:4]([CH:1]2[CH2:3][CH2:2]2)[C:5]([CH3:6])=[N:7][CH:13]=1)(=[O:12])[CH3:11], predict the reactants needed to synthesize it. The reactants are: [CH:1]1([NH:4][C:5](=[NH:7])[CH3:6])[CH2:3][CH2:2]1.Br[C:9](=[CH:13]OC)[C:10](=[O:12])[CH3:11].C(N(CC)CC)C.S(=O)(=O)(O)O.